This data is from NCI-60 drug combinations with 297,098 pairs across 59 cell lines. The task is: Regression. Given two drug SMILES strings and cell line genomic features, predict the synergy score measuring deviation from expected non-interaction effect. (1) Drug 1: CS(=O)(=O)CCNCC1=CC=C(O1)C2=CC3=C(C=C2)N=CN=C3NC4=CC(=C(C=C4)OCC5=CC(=CC=C5)F)Cl. Drug 2: C(CC(=O)O)C(=O)CN.Cl. Cell line: A549. Synergy scores: CSS=12.2, Synergy_ZIP=-4.94, Synergy_Bliss=-2.05, Synergy_Loewe=-3.85, Synergy_HSA=-0.796. (2) Drug 1: C1=NNC2=C1C(=O)NC=N2. Drug 2: COCCOC1=C(C=C2C(=C1)C(=NC=N2)NC3=CC=CC(=C3)C#C)OCCOC.Cl. Cell line: MDA-MB-231. Synergy scores: CSS=1.26, Synergy_ZIP=-2.38, Synergy_Bliss=-2.70, Synergy_Loewe=-3.33, Synergy_HSA=-2.23.